Dataset: Forward reaction prediction with 1.9M reactions from USPTO patents (1976-2016). Task: Predict the product of the given reaction. (1) The product is: [CH2:7]([N:14]1[C:23]2[C:18](=[C:19]([CH2:25][CH:26]3[S:30][C:29](=[O:31])[NH:28][C:27]3=[O:32])[CH:20]=[CH:21][C:22]=2[O:24][CH2:35][CH2:36][CH2:37][CH3:38])[CH2:17][CH2:16][C:15]1=[O:33])[C:8]1[CH:13]=[CH:12][CH:11]=[CH:10][CH:9]=1. Given the reactants CC(C)([O-])C.[K+].[CH2:7]([N:14]1[C:23]2[C:18](=[C:19]([CH2:25][CH:26]3[S:30][C:29](=[O:31])[NH:28][C:27]3=[O:32])[CH:20]=[CH:21][C:22]=2[OH:24])[CH2:17][CH2:16][C:15]1=[O:33])[C:8]1[CH:13]=[CH:12][CH:11]=[CH:10][CH:9]=1.I[CH2:35][CH2:36][CH2:37][CH3:38].S([O-])(O)(=O)=O.[K+], predict the reaction product. (2) Given the reactants [Cl:1][C:2]1[CH:3]=[C:4]([C:11]2[S:12][CH:13]=[C:14]([C:16]([O:18]CC)=[O:17])[N:15]=2)[CH:5]=[C:6]([Cl:10])[C:7]=1[O:8]C.B(Br)(Br)Br, predict the reaction product. The product is: [Cl:1][C:2]1[CH:3]=[C:4]([C:11]2[S:12][CH:13]=[C:14]([C:16]([OH:18])=[O:17])[N:15]=2)[CH:5]=[C:6]([Cl:10])[C:7]=1[OH:8]. (3) The product is: [F:1][C:2]1[CH:7]=[C:6]([C:8]([OH:10])=[O:9])[CH:5]=[CH:4][C:3]=1[C:12]1[CH:17]=[CH:16][C:15]([O:18][CH2:19][CH:20]2[CH2:21][CH2:22][N:23]([CH2:26][C:27]([F:30])([CH3:28])[CH3:29])[CH2:24][CH2:25]2)=[C:14]([F:31])[CH:13]=1. Given the reactants [F:1][C:2]1[CH:7]=[C:6]([C:8]([O:10]C)=[O:9])[CH:5]=[CH:4][C:3]=1[C:12]1[CH:17]=[CH:16][C:15]([O:18][CH2:19][CH:20]2[CH2:25][CH2:24][N:23]([CH2:26][C:27]([F:30])([CH3:29])[CH3:28])[CH2:22][CH2:21]2)=[C:14]([F:31])[CH:13]=1.O.O[Li].O.Cl, predict the reaction product. (4) Given the reactants Cl.[NH2:2][C@@H:3]1[CH2:5][C@H:4]1[C:6]1[CH:7]=[C:8]([CH:13]=[CH:14][C:15]=1[CH3:16])[C:9]([O:11][CH3:12])=[O:10].C(=O)([O-])O.[Na+].[CH:22]1([CH:25]=O)[CH2:24][CH2:23]1.[BH4-].[Na+].[C:29](O[C:29]([O:31][C:32]([CH3:35])([CH3:34])[CH3:33])=[O:30])([O:31][C:32]([CH3:35])([CH3:34])[CH3:33])=[O:30], predict the reaction product. The product is: [C:32]([O:31][C:29]([N:2]([CH2:25][CH:22]1[CH2:23][CH2:24]1)[C@@H:3]1[CH2:5][C@H:4]1[C:6]1[CH:7]=[C:8]([CH:13]=[CH:14][C:15]=1[CH3:16])[C:9]([O:11][CH3:12])=[O:10])=[O:30])([CH3:35])([CH3:34])[CH3:33]. (5) The product is: [Br:1][C:2]1[CH:3]=[C:4]2[C:8](=[CH:9][CH:10]=1)[CH:7]([NH2:11])[CH2:6][CH2:5]2. Given the reactants [Br:1][C:2]1[CH:3]=[C:4]2[C:8](=[CH:9][CH:10]=1)/[C:7](=[N:11]/O)/[CH2:6][CH2:5]2.C(OCC)(=O)C, predict the reaction product. (6) The product is: [CH2:25]([O:24][CH:23]=[C:5]([C:6](=[O:11])[C:7]([F:10])([F:8])[F:9])[C:4]([O:3][CH2:1][CH3:2])=[O:12])[CH3:26]. Given the reactants [CH2:1]([O:3][C:4](=[O:12])[CH2:5][C:6](=[O:11])[C:7]([F:10])([F:9])[F:8])[CH3:2].FC(F)(F)C(=O)CC(O)=O.[CH:23](OCC)(OCC)[O:24][CH2:25][CH3:26].C(OC(=O)C)(=O)C, predict the reaction product.